Dataset: M1 muscarinic receptor antagonist screen with 61,756 compounds. Task: Binary Classification. Given a drug SMILES string, predict its activity (active/inactive) in a high-throughput screening assay against a specified biological target. (1) The compound is Clc1cc(NS(=O)(=O)c2ccc(OCC)cc2)c(O)cc1. The result is 1 (active). (2) The compound is Clc1cc(NC(=O)N(C2CCCC2)Cc2[nH]c3c(c(=O)n2)cccc3)ccc1. The result is 0 (inactive). (3) The molecule is O1c2cc(C3N(c4c(N3C)cccc4)C)ccc2OC1. The result is 0 (inactive).